From a dataset of Full USPTO retrosynthesis dataset with 1.9M reactions from patents (1976-2016). Predict the reactants needed to synthesize the given product. The reactants are: [F:1][C:2]1[CH:3]=[C:4]2[C:8](=[CH:9][CH:10]=1)[NH:7][CH:6]=[C:5]2[CH3:11].[H-].[K+].[C:14]1([C@H:20]2[O:22][C@@H:21]2[CH2:23][OH:24])[CH:19]=[CH:18][CH:17]=[CH:16][CH:15]=1. Given the product [F:1][C:2]1[CH:3]=[C:4]2[C:8](=[CH:9][CH:10]=1)[N:7]([C@@H:20]([C:14]1[CH:19]=[CH:18][CH:17]=[CH:16][CH:15]=1)[C@H:21]([OH:22])[CH2:23][OH:24])[CH:6]=[C:5]2[CH3:11], predict the reactants needed to synthesize it.